From a dataset of Reaction yield outcomes from USPTO patents with 853,638 reactions. Predict the reaction yield, written as a fraction of the theoretical maximum amount of product (1.0 means a 100% yield; for example, 0.34 means a 34% yield). (1) The reactants are [CH3:1][O:2][C:3](=[O:10])[C:4]([CH3:9])([CH3:8])[CH:5]([OH:7])[CH3:6].[C:11]1([CH3:21])[CH:16]=[CH:15][C:14]([S:17](Cl)(=[O:19])=[O:18])=[CH:13][CH:12]=1.Cl. The catalyst is N1C=CC=CC=1.C(OCC)(=O)C. The product is [CH3:1][O:2][C:3](=[O:10])[C:4]([CH3:9])([CH3:8])[CH:5]([O:7][S:17]([C:14]1[CH:15]=[CH:16][C:11]([CH3:21])=[CH:12][CH:13]=1)(=[O:19])=[O:18])[CH3:6]. The yield is 0.760. (2) The reactants are [NH2:1][C:2]1[C:3]([CH3:13])=[C:4]([CH:9]=[C:10]([Br:12])[CH:11]=1)[C:5]([O:7][CH3:8])=[O:6].[C:14]([OH:17])(=O)[CH3:15].C(O[BH-](O[C:28](=O)[CH3:29])OC(=O)C)(=O)C.[Na+].[C:32](=O)(O)[O-].[Na+]. The catalyst is ClC(Cl)C. The product is [Br:12][C:10]1[CH:11]=[C:2]([NH:1][CH:32]2[CH2:15][CH2:14][O:17][CH2:29][CH2:28]2)[C:3]([CH3:13])=[C:4]([CH:9]=1)[C:5]([O:7][CH3:8])=[O:6]. The yield is 0.690. (3) The reactants are [N:1]1[CH:6]=[CH:5][CH:4]=[C:3]([C:7]2[C:15]3[O:14][CH:13]([CH2:16][NH2:17])[CH2:12][C:11]=3[CH:10]=[CH:9][CH:8]=2)[CH:2]=1.C(N(C(C)C)CC)(C)C.Cl[C:28]([O:30][CH2:31][C:32]1[CH:37]=[CH:36][CH:35]=[CH:34][CH:33]=1)=[O:29].C(OC(=O)NCC1CC2C=CC=C(C3CCCC3)C=2O1)C1C=CC=CC=1. No catalyst specified. The product is [N:1]1[CH:6]=[CH:5][CH:4]=[C:3]([C:7]2[C:15]3[O:14][CH:13]([CH2:16][NH:17][C:28](=[O:29])[O:30][CH2:31][C:32]4[CH:37]=[CH:36][CH:35]=[CH:34][CH:33]=4)[CH2:12][C:11]=3[CH:10]=[CH:9][CH:8]=2)[CH:2]=1. The yield is 0.570. (4) The reactants are [CH3:1][C:2]1[CH:6]=[CH:5][N:4]([CH2:7][CH2:8][O:9][CH2:10][Si:11]([CH3:14])([CH3:13])[CH3:12])[N:3]=1.CC1N(CCOC[Si](C)(C)C)N=CC=1.[Li]CCCC.[CH2:34]([Sn:38](Cl)([CH2:43][CH2:44][CH2:45][CH3:46])[CH2:39][CH2:40][CH2:41][CH3:42])[CH2:35][CH2:36][CH3:37]. The catalyst is C1COCC1. The product is [CH3:1][C:2]1[CH:6]=[C:5]([Sn:38]([CH2:39][CH2:40][CH2:41][CH3:42])([CH2:43][CH2:44][CH2:45][CH3:46])[CH2:34][CH2:35][CH2:36][CH3:37])[N:4]([CH2:7][CH2:8][O:9][CH2:10][Si:11]([CH3:13])([CH3:12])[CH3:14])[N:3]=1. The yield is 0.240. (5) The reactants are [N:1]12[CH2:8][CH2:7][C:4]([C:9]([C:17]3[CH:22]=[CH:21][CH:20]=[CH:19][CH:18]=3)([C:11]3[CH:16]=[CH:15][CH:14]=[CH:13][CH:12]=3)[OH:10])([CH2:5][CH2:6]1)[CH2:3][CH2:2]2.[Br:23][CH2:24][CH2:25][CH2:26][O:27][C:28]1[CH:33]=[CH:32][C:31]([Br:34])=[CH:30][CH:29]=1. The catalyst is CC#N. The product is [Br-:23].[Br:34][C:31]1[CH:32]=[CH:33][C:28]([O:27][CH2:26][CH2:25][CH2:24][N+:1]23[CH2:6][CH2:5][C:4]([C:9]([OH:10])([C:17]4[CH:22]=[CH:21][CH:20]=[CH:19][CH:18]=4)[C:11]4[CH:12]=[CH:13][CH:14]=[CH:15][CH:16]=4)([CH2:3][CH2:2]2)[CH2:7][CH2:8]3)=[CH:29][CH:30]=1. The yield is 0.754. (6) The catalyst is N1C=CC=CC=1.O. The product is [Br:28][C:29]1[CH:37]=[CH:36][C:32]([C:33]([NH:1][C:2]2[N:10]=[CH:9][N:8]=[C:7]3[C:3]=2[N:4]=[CH:5][N:6]3[C@H:11]2[C@H:15]3[C@H:14]([O:18][C:17]([CH3:19])([CH3:20])[O:16]3)[C@@H:13]([CH2:21][OH:22])[O:12]2)=[O:34])=[CH:31][CH:30]=1. The yield is 0.490. The reactants are [NH2:1][C:2]1[N:10]=[CH:9][N:8]=[C:7]2[C:3]=1[N:4]=[CH:5][N:6]2[C@H:11]1[C@@H:15]2[O:16][C:17]([CH3:20])([CH3:19])[O:18][C@@H:14]2[C@@H:13]([CH2:21][OH:22])[O:12]1.C[Si](Cl)(C)C.[Br:28][C:29]1[CH:37]=[CH:36][C:32]([C:33](Cl)=[O:34])=[CH:31][CH:30]=1.N. (7) The reactants are Br[C:2]1[CH:3]=[C:4]([N:8]2[C:16]3[C:11](=[CH:12][C:13]([C:17](=[O:20])[NH:18][CH3:19])=[CH:14][CH:15]=3)[C:10]([C:21]([O:23][CH3:24])=[O:22])=[N:9]2)[CH:5]=[CH:6][CH:7]=1.[C:25]([C@:27]1([OH:34])[CH2:31][CH2:30][N:29]([CH3:32])[C:28]1=[O:33])#[CH:26]. No catalyst specified. The product is [OH:34][C@@:27]1([C:25]#[C:26][C:2]2[CH:3]=[C:4]([N:8]3[C:16]4[C:11](=[CH:12][C:13]([C:17](=[O:20])[NH:18][CH3:19])=[CH:14][CH:15]=4)[C:10]([C:21]([O:23][CH3:24])=[O:22])=[N:9]3)[CH:5]=[CH:6][CH:7]=2)[CH2:31][CH2:30][N:29]([CH3:32])[C:28]1=[O:33]. The yield is 0.940. (8) The reactants are [CH3:1][O:2][CH:3]([O:26][CH3:27])[CH:4]1[S:8][C:7]([C:9]2[NH:10][C:11]3[C:16]([CH:17]=2)=[CH:15][C:14]([O:18][CH2:19][CH2:20][O:21][CH3:22])=[CH:13][C:12]=3[N+:23]([O-])=O)=[N:6][CH2:5]1.O.NN.C(OCC)(=O)C.CCCCCC. The yield is 0.290. The product is [CH3:27][O:26][CH:3]([O:2][CH3:1])[CH:4]1[S:8][C:7]([C:9]2[NH:10][C:11]3[C:16]([CH:17]=2)=[CH:15][C:14]([O:18][CH2:19][CH2:20][O:21][CH3:22])=[CH:13][C:12]=3[NH2:23])=[N:6][CH2:5]1. The catalyst is C(O)C.[C].[Pd]. (9) The reactants are [CH2:1]([N:8]([CH2:21][CH2:22][N:23]1[CH2:29][C:28](=[O:30])[C:27]([CH:32]2[CH2:35][CH2:34][CH2:33]2)([OH:31])[C:26]2[CH:36]=[CH:37][CH:38]=[CH:39][C:25]=2[CH2:24]1)S(C1C=CC=CC=1[N+]([O-])=O)(=O)=O)[C:2]1[CH:7]=[CH:6][CH:5]=[CH:4][CH:3]=1.C([O-])([O-])=O.[K+].[K+].C1(S)C=CC=CC=1.O. The catalyst is CN(C=O)C.CCOC(C)=O. The product is [CH2:1]([NH:8][CH2:21][CH2:22][N:23]1[CH2:29][C:28](=[O:30])[C:27]([CH:32]2[CH2:35][CH2:34][CH2:33]2)([OH:31])[C:26]2[CH:36]=[CH:37][CH:38]=[CH:39][C:25]=2[CH2:24]1)[C:2]1[CH:3]=[CH:4][CH:5]=[CH:6][CH:7]=1. The yield is 0.520. (10) The reactants are [CH3:1][O:2][C:3]1[CH:4]=[C:5]2[C:9](=[C:10]([C:12]([F:15])([F:14])[F:13])[CH:11]=1)[NH:8][C:7]([C:16]1[C:17]([CH3:23])=[N:18][N:19]([CH3:22])[C:20]=1[CH3:21])=[C:6]2[CH:24]=O.[CH3:26][NH:27][C:28]([NH:30][C:31]1[CH:32]=[CH:33][C:34]2[O:38][CH2:37][C:36](=[O:39])[C:35]=2[CH:40]=1)=[O:29].CCOC(C)=O. The catalyst is Cl.CCO. The product is [CH3:1][O:2][C:3]1[CH:4]=[C:5]2[C:9](=[C:10]([C:12]([F:13])([F:15])[F:14])[CH:11]=1)[NH:8][C:7]([C:16]1[C:17]([CH3:23])=[N:18][N:19]([CH3:22])[C:20]=1[CH3:21])=[C:6]2/[CH:24]=[C:37]1\[O:38][C:34]2[CH:33]=[CH:32][C:31]([NH:30][C:28]([NH:27][CH3:26])=[O:29])=[CH:40][C:35]=2[C:36]\1=[O:39]. The yield is 0.340.